Task: Predict the product of the given reaction.. Dataset: Forward reaction prediction with 1.9M reactions from USPTO patents (1976-2016) (1) Given the reactants [Br:1][C:2]1[CH:9]=[C:8](F)[CH:7]=[CH:6][C:3]=1[C:4]#[N:5].[NH2:11][NH2:12].O, predict the reaction product. The product is: [Br:1][C:2]1[CH:9]=[C:8]([NH:11][NH2:12])[CH:7]=[CH:6][C:3]=1[C:4]#[N:5]. (2) Given the reactants [CH2:1]([N:8]1[CH2:13][CH2:12][CH:11]([N:14]2[CH:22]=[N:21][C:20]3[C:15]2=[N:16][C:17](Cl)=[N:18][C:19]=3[N:23]2[CH2:28][CH2:27][O:26][CH2:25][CH2:24]2)[CH2:10][CH2:9]1)[C:2]1[CH:7]=[CH:6][CH:5]=[CH:4][CH:3]=1.C([O-])(O)=O.[Na+].CC1(C)C(C)(C)OB([C:43]2[CH:44]=[CH:45][C:46]([NH2:49])=[N:47][CH:48]=2)O1, predict the reaction product. The product is: [CH2:1]([N:8]1[CH2:13][CH2:12][CH:11]([N:14]2[CH:22]=[N:21][C:20]3[C:15]2=[N:16][C:17]([C:43]2[CH:44]=[CH:45][C:46]([NH2:49])=[N:47][CH:48]=2)=[N:18][C:19]=3[N:23]2[CH2:28][CH2:27][O:26][CH2:25][CH2:24]2)[CH2:10][CH2:9]1)[C:2]1[CH:7]=[CH:6][CH:5]=[CH:4][CH:3]=1. (3) Given the reactants [OH:1]/[N:2]=[C:3](\[NH2:9])/[CH2:4][O:5][CH2:6][CH2:7][CH3:8].Cl[C:11](=O)[C:12]([O:14][CH3:15])=[O:13], predict the reaction product. The product is: [CH2:6]([O:5][CH2:4][C:3]1[N:9]=[C:11]([C:12]([O:14][CH3:15])=[O:13])[O:1][N:2]=1)[CH2:7][CH3:8]. (4) Given the reactants Br[C:2]1[C:10]2[C:5](=[CH:6][CH:7]=[C:8]([C:11]3[N:15]=[C:14]([C@@H:16]4[CH2:21][CH2:20][CH2:19][N:18]([C:22]([O:24][C:25]([CH3:28])([CH3:27])[CH3:26])=[O:23])[CH2:17]4)[NH:13][N:12]=3)[CH:9]=2)[N:4]([C:29]([C:42]2[CH:47]=[CH:46][CH:45]=[CH:44][CH:43]=2)([C:36]2[CH:41]=[CH:40][CH:39]=[CH:38][CH:37]=2)[C:30]2[CH:35]=[CH:34][CH:33]=[CH:32][CH:31]=2)[N:3]=1.[N:48]1[CH:53]=[CH:52][C:51](B(O)O)=[CH:50][CH:49]=1.C(=O)([O-])[O-].[Cs+].[Cs+], predict the reaction product. The product is: [N:48]1[CH:53]=[CH:52][C:51]([C:2]2[C:10]3[C:5](=[CH:6][CH:7]=[C:8]([C:11]4[N:15]=[C:14]([C@@H:16]5[CH2:21][CH2:20][CH2:19][N:18]([C:22]([O:24][C:25]([CH3:28])([CH3:27])[CH3:26])=[O:23])[CH2:17]5)[NH:13][N:12]=4)[CH:9]=3)[N:4]([C:29]([C:42]3[CH:47]=[CH:46][CH:45]=[CH:44][CH:43]=3)([C:36]3[CH:41]=[CH:40][CH:39]=[CH:38][CH:37]=3)[C:30]3[CH:35]=[CH:34][CH:33]=[CH:32][CH:31]=3)[N:3]=2)=[CH:50][CH:49]=1.